Dataset: M1 muscarinic receptor agonist screen with 61,833 compounds. Task: Binary Classification. Given a drug SMILES string, predict its activity (active/inactive) in a high-throughput screening assay against a specified biological target. The drug is o1c(C(=O)NC2CCN(CC2)Cc2ccccc2)cc2c1nc1c(c2)cc(OC)cc1. The result is 0 (inactive).